From a dataset of Full USPTO retrosynthesis dataset with 1.9M reactions from patents (1976-2016). Predict the reactants needed to synthesize the given product. (1) The reactants are: [CH3:1][C:2]([CH3:31])([CH3:30])[C:3]#[C:4][C:5]1[CH:18]=[CH:17][C:16]2[O:15][C:14]3[C:9](=[CH:10][C:11]([C:19]4[CH:20]=[N:21][CH:22]=[N:23][CH:24]=4)=[CH:12][CH:13]=3)[C@@:8]3([CH2:28][O:27][C:26]([NH2:29])=[N:25]3)[C:7]=2[CH:6]=1.[OH2:32]. Given the product [NH2:29][C:26]1[O:27][CH2:28][C@@:8]2([N:25]=1)[C:7]1[CH:6]=[C:5]([C:4](=[O:32])[CH2:3][C:2]([CH3:31])([CH3:30])[CH3:1])[CH:18]=[CH:17][C:16]=1[O:15][C:14]1[C:9]2=[CH:10][C:11]([C:19]2[CH:20]=[N:21][CH:22]=[N:23][CH:24]=2)=[CH:12][CH:13]=1, predict the reactants needed to synthesize it. (2) Given the product [F:1][C:2]1[CH:3]=[C:4]([N+:9]([O-:11])=[O:10])[CH:5]=[CH:6][C:7]=1[N:16]1[CH2:17][CH2:18][N:13]([CH3:12])[CH2:14][CH2:15]1, predict the reactants needed to synthesize it. The reactants are: [F:1][C:2]1[CH:3]=[C:4]([N+:9]([O-:11])=[O:10])[CH:5]=[CH:6][C:7]=1F.[CH3:12][N:13]1[CH2:18][CH2:17][NH:16][CH2:15][CH2:14]1.C(=O)([O-])[O-].[K+].[K+]. (3) Given the product [CH2:22]([O:24][C:25]([CH:27]1[CH2:31][CH2:30][CH2:29][CH:28]1[N:32]([CH2:33][CH3:34])[C:17](=[O:19])[CH2:16][C:11]1[NH:10][C:9]2[CH:20]=[CH:21][C:6]([NH:5][S:2]([CH3:1])(=[O:3])=[O:4])=[CH:7][C:8]=2[S:13](=[O:14])(=[O:15])[N:12]=1)=[O:26])[CH3:23], predict the reactants needed to synthesize it. The reactants are: [CH3:1][S:2]([NH:5][C:6]1[CH:21]=[CH:20][C:9]2[NH:10][C:11]([CH2:16][C:17]([OH:19])=O)=[N:12][S:13](=[O:15])(=[O:14])[C:8]=2[CH:7]=1)(=[O:4])=[O:3].[CH2:22]([O:24][C:25]([CH:27]1[CH2:31][CH2:30][CH2:29][CH:28]1[NH:32][CH2:33][CH3:34])=[O:26])[CH3:23].Cl.CN(C)CCCN=C=NCC.CN1CCOCC1.Cl.